Task: Predict the reaction yield, written as a fraction of the theoretical maximum amount of product (1.0 means a 100% yield; for example, 0.34 means a 34% yield).. Dataset: Reaction yield outcomes from USPTO patents with 853,638 reactions (1) The reactants are [Cl:1][C:2]1[CH:3]=[C:4]2[C:8](=[CH:9][CH:10]=1)[NH:7][CH:6]=[C:5]2[C:11](=[O:16])C(F)(F)F.[OH-:17].[Na+]. No catalyst specified. The product is [Cl:1][C:2]1[CH:3]=[C:4]2[C:8](=[CH:9][CH:10]=1)[NH:7][CH:6]=[C:5]2[C:11]([OH:16])=[O:17]. The yield is 0.820. (2) The catalyst is CO.CO[Na].CO. The reactants are C([O:4][C@H:5]1[C@@H:10]([O:11]C(=O)C)[C@H:9]([O:15]C(=O)C)[C@@H:8]([CH2:19][O:20]C(=O)C)[O:7][C@@H:6]1[O:24][C:25]1[CH:30]=[CH:29][C:28]([C:31]2[CH:32]=[CH:33][C:34]([C:37]([O:39][CH3:40])=[O:38])=[N:35][CH:36]=2)=[CH:27][CH:26]=1)(=O)C. The product is [C@H:6]1([O:24][C:25]2[CH:26]=[CH:27][C:28]([C:31]3[CH:32]=[CH:33][C:34]([C:37]([O:39][CH3:40])=[O:38])=[N:35][CH:36]=3)=[CH:29][CH:30]=2)[O:7][C@H:8]([CH2:19][OH:20])[C@@H:9]([OH:15])[C@H:10]([OH:11])[C@@H:5]1[OH:4]. The yield is 0.360.